This data is from Catalyst prediction with 721,799 reactions and 888 catalyst types from USPTO. The task is: Predict which catalyst facilitates the given reaction. (1) Reactant: [F:1][C:2]1[CH:7]=[CH:6][C:5]([C:8]2([CH2:14][CH2:15][C:16]3[O:17][C:18]4[CH:28]=[CH:27][C:26]5[C:21](=[CH:22][CH:23]=[C:24]([CH:29]([OH:32])CO)[CH:25]=5)[C:19]=4[N:20]=3)[CH2:13][CH2:12][CH2:11][CH2:10][CH2:9]2)=[CH:4][CH:3]=1.I([O-])(=O)(=O)=O.[Na+].C(OCC)(=O)C. Product: [F:1][C:2]1[CH:7]=[CH:6][C:5]([C:8]2([CH2:14][CH2:15][C:16]3[O:17][C:18]4[CH:28]=[CH:27][C:26]5[C:21](=[CH:22][CH:23]=[C:24]([CH:29]=[O:32])[CH:25]=5)[C:19]=4[N:20]=3)[CH2:9][CH2:10][CH2:11][CH2:12][CH2:13]2)=[CH:4][CH:3]=1. The catalyst class is: 24. (2) Reactant: C[O:2][C:3]([CH:5]1[CH:10]([OH:11])[CH:9]([CH2:12][C:13]2[CH:18]=[CH:17][C:16]([O:19][CH3:20])=[C:15]([Br:21])[CH:14]=2)[CH2:8][S:7](=[O:23])(=[O:22])[CH2:6]1)=[O:4].[OH-].[Na+].Cl. Product: [Br:21][C:15]1[CH:14]=[C:13]([CH:18]=[CH:17][C:16]=1[O:19][CH3:20])[CH2:12][CH:9]1[CH2:8][S:7](=[O:23])(=[O:22])[CH2:6][CH:5]([C:3]([OH:4])=[O:2])[CH:10]1[OH:11]. The catalyst class is: 12. (3) Reactant: [C:1]([O:5][C:6](=[O:26])[NH:7][C:8]1[CH:13]=[CH:12][C:11]([CH3:14])=[C:10]([O:15][C:16]2[CH:17]=[CH:18][C:19]3[N:20]([N:22]=[C:23]([NH2:25])[N:24]=3)[CH:21]=2)[CH:9]=1)([CH3:4])([CH3:3])[CH3:2].[CH:27]1([C:30](Cl)=[O:31])[CH2:29][CH2:28]1. Product: [C:1]([O:5][C:6](=[O:26])[NH:7][C:8]1[CH:13]=[CH:12][C:11]([CH3:14])=[C:10]([O:15][C:16]2[CH:17]=[CH:18][C:19]3[N:20]([N:22]=[C:23]([NH:25][C:30]([CH:27]4[CH2:29][CH2:28]4)=[O:31])[N:24]=3)[CH:21]=2)[CH:9]=1)([CH3:4])([CH3:2])[CH3:3]. The catalyst class is: 395. (4) Reactant: [C:1]([O:5][C:6]([N:8]1[CH2:17][CH2:16][C:15]2[C:14]([O:18][C:19]3[CH:20]=[C:21]4[C:25](=[CH:26][CH:27]=3)[NH:24][CH:23]=[CH:22]4)=[N:13][CH:12]=[N:11][C:10]=2[CH2:9]1)=[O:7])([CH3:4])([CH3:3])[CH3:2].[H-].[Na+].C1([O:36][C:37](=O)[NH:38][C:39]2[CH:44]=[C:43]([C:45]([F:48])([F:47])[F:46])[CH:42]=[C:41]([C:49]#[N:50])[CH:40]=2)C=CC=CC=1. Product: [C:1]([O:5][C:6]([N:8]1[CH2:17][CH2:16][C:15]2[C:14]([O:18][C:19]3[CH:20]=[C:21]4[C:25](=[CH:26][CH:27]=3)[N:24]([C:37](=[O:36])[NH:38][C:39]3[CH:44]=[C:43]([C:45]([F:48])([F:47])[F:46])[CH:42]=[C:41]([C:49]#[N:50])[CH:40]=3)[CH:23]=[CH:22]4)=[N:13][CH:12]=[N:11][C:10]=2[CH2:9]1)=[O:7])([CH3:4])([CH3:2])[CH3:3]. The catalyst class is: 1. (5) Reactant: CC1C=CC(S([O:11][CH2:12][C@@H:13]2[C@@H:18]([OH:19])[C@H:17]([OH:20])[C@@H:16]([OH:21])[C@H:15]([C:22]3[CH:27]=[CH:26][C:25]([Cl:28])=[C:24]([CH2:29][C:30]4[S:31][C:32]([C:35]5[O:36][CH:37]=[CH:38][CH:39]=5)=[CH:33][N:34]=4)[CH:23]=3)[O:14]2)(=O)=O)=CC=1.[CH3:40][O-].[Na+]. Product: [Cl:28][C:25]1[CH:26]=[CH:27][C:22]([C@H:15]2[C@H:16]([OH:21])[C@@H:17]([OH:20])[C@H:18]([OH:19])[C@@H:13]([CH2:12][O:11][CH3:40])[O:14]2)=[CH:23][C:24]=1[CH2:29][C:30]1[S:31][C:32]([C:35]2[O:36][CH:37]=[CH:38][CH:39]=2)=[CH:33][N:34]=1. The catalyst class is: 5. (6) Reactant: [H-].[Al+3].[Li+].[H-].[H-].[H-].[O:7]1[C:11]([C:12]2[CH:21]=[CH:20][C:15]([C:16](OC)=[O:17])=[CH:14][CH:13]=2)=[CH:10][N:9]=[CH:8]1.F.O. Product: [O:7]1[C:11]([C:12]2[CH:13]=[CH:14][C:15]([CH2:16][OH:17])=[CH:20][CH:21]=2)=[CH:10][N:9]=[CH:8]1. The catalyst class is: 7. (7) Reactant: [F:1][C:2]1[C:7]([F:8])=[CH:6][CH:5]=[CH:4][C:3]=1[CH2:9][CH:10]=O.[C:12]1([C:18]2[CH:19]=[C:20]([NH:23][C:24](=[O:30])[C@@H:25]([NH2:29])[CH2:26][CH2:27][CH3:28])[NH:21][N:22]=2)[CH:17]=[CH:16][CH:15]=[CH:14][CH:13]=1.C(O[BH-](OC(=O)C)OC(=O)C)(=O)C.[Na+]. Product: [C:12]1([C:18]2[CH:19]=[C:20]([NH:23][C:24](=[O:30])[C@@H:25]([NH:29][CH2:10][CH2:9][C:3]3[CH:4]=[CH:5][CH:6]=[C:7]([F:8])[C:2]=3[F:1])[CH2:26][CH2:27][CH3:28])[NH:21][N:22]=2)[CH:13]=[CH:14][CH:15]=[CH:16][CH:17]=1. The catalyst class is: 411. (8) Reactant: [H-].[H-].[H-].[H-].[Li+].[Al+3].[NH:7]1[C:15]2[C:10](=[CH:11][CH:12]=[C:13]([CH:16]([C:20]3[CH:21]=[N:22][CH:23]=[CH:24][CH:25]=3)[CH2:17][CH2:18][OH:19])[CH:14]=2)[CH:9]=[N:8]1. Product: [NH:7]1[C:15]2[C:10](=[CH:11][CH:12]=[C:13]([C:16]([C:20]3[CH:21]=[N:22][CH:23]=[CH:24][CH:25]=3)=[CH:17][CH2:18][OH:19])[CH:14]=2)[CH:9]=[N:8]1. The catalyst class is: 1. (9) Reactant: C(OC([N:8]1[CH2:13][CH2:12][C@H:11]([CH2:14][O:15][C:16]2[N:17]=[N:18][C:19]([CH2:35][CH2:36][CH2:37][CH3:38])=[C:20]([C:22]3[CH:27]=[CH:26][C:25]([O:28][CH:29]4[CH2:34][CH2:33][CH2:32][CH2:31][CH2:30]4)=[CH:24][CH:23]=3)[CH:21]=2)[C@H:10]([O:39]COC)[CH2:9]1)=O)(C)(C)C.[ClH:43]. Product: [ClH:43].[ClH:43].[CH2:35]([C:19]1[N:18]=[N:17][C:16]([O:15][CH2:14][C@H:11]2[CH2:12][CH2:13][NH:8][CH2:9][C@H:10]2[OH:39])=[CH:21][C:20]=1[C:22]1[CH:27]=[CH:26][C:25]([O:28][CH:29]2[CH2:34][CH2:33][CH2:32][CH2:31][CH2:30]2)=[CH:24][CH:23]=1)[CH2:36][CH2:37][CH3:38]. The catalyst class is: 135.